From a dataset of Catalyst prediction with 721,799 reactions and 888 catalyst types from USPTO. Predict which catalyst facilitates the given reaction. Reactant: [Cl:1][C:2]1[CH:20]=[CH:19][C:5]2[C:6]3[C:12]([CH2:13][S:14][CH2:15][C:16]([NH2:18])=[O:17])=[CH:11][CH:10]=[CH:9][C:7]=3[O:8][C:4]=2[CH:3]=1.[OH:21]O. Product: [Cl:1][C:2]1[CH:20]=[CH:19][C:5]2[C:6]3[C:12]([CH2:13][S:14]([CH2:15][C:16]([NH2:18])=[O:17])=[O:21])=[CH:11][CH:10]=[CH:9][C:7]=3[O:8][C:4]=2[CH:3]=1. The catalyst class is: 15.